From a dataset of Forward reaction prediction with 1.9M reactions from USPTO patents (1976-2016). Predict the product of the given reaction. (1) Given the reactants [CH:1]1([N:4]([CH3:25])[CH:5]2[CH2:14][CH2:13][C:12]([CH3:16])([CH3:15])[C:11]3[CH:10]=[C:9](OS(C(F)(F)F)(=O)=O)[CH:8]=[CH:7][C:6]2=3)[CH2:3][CH2:2]1.C1(P(C2C=CC=CC=2)CCCP(C2C=CC=CC=2)C2C=CC=CC=2)C=CC=CC=1.[CH3:55][OH:56].C(N(CC)CC)C.CN(C)[CH:66]=[O:67], predict the reaction product. The product is: [CH3:55][O:56][C:66]([C:9]1[CH:8]=[CH:7][C:6]2[CH:5]([N:4]([CH:1]3[CH2:3][CH2:2]3)[CH3:25])[CH2:14][CH2:13][C:12]([CH3:16])([CH3:15])[C:11]=2[CH:10]=1)=[O:67]. (2) Given the reactants [CH3:1][C:2]([C:4]1[CH:9]=[C:8]([O:10][CH3:11])[CH:7]=[C:6]([O:12][CH3:13])[CH:5]=1)=[O:3].[C:14]([O:18][C:19]1[CH:26]=[CH:25][C:22]([CH:23]=O)=[CH:21][CH:20]=1)([CH3:17])([CH3:16])[CH3:15].[OH-].[Na+], predict the reaction product. The product is: [C:14]([O:18][C:19]1[CH:20]=[CH:21][C:22](/[CH:23]=[CH:1]/[C:2]([C:4]2[CH:5]=[C:6]([O:12][CH3:13])[CH:7]=[C:8]([O:10][CH3:11])[CH:9]=2)=[O:3])=[CH:25][CH:26]=1)([CH3:17])([CH3:16])[CH3:15]. (3) Given the reactants C([O:5][C:6](=[O:28])[CH2:7][CH:8]1[C:14]2[CH:15]=[C:16]([O:21][CH3:22])[C:17]([O:19][CH3:20])=[CH:18][C:13]=2[N:12]([CH2:23][C:24]([O-:26])=O)[C:11](=[O:27])[CH2:10][CH2:9]1)(C)(C)C.[NH2:29][CH2:30][C@H:31]1[CH2:36][CH2:35][C@H:34]([NH:37][C:38]2[NH:42][C:41]3[CH:43]=[CH:44][CH:45]=[CH:46][C:40]=3[N:39]=2)[CH2:33][CH2:32]1, predict the reaction product. The product is: [C:6]([OH:28])(=[O:5])[CH3:7].[NH:39]1[C:40]2[CH:46]=[CH:45][CH:44]=[CH:43][C:41]=2[N:42]=[C:38]1[NH:37][CH:34]1[CH2:33][CH2:32][CH:31]([CH2:30][NH:29][C:24](=[O:26])[CH2:23][N:12]2[C:13]3[CH:18]=[C:17]([O:19][CH3:20])[C:16]([O:21][CH3:22])=[CH:15][C:14]=3[CH:8]([CH2:7][C:6]([OH:5])=[O:28])[CH2:9][CH2:10][C:11]2=[O:27])[CH2:36][CH2:35]1. (4) Given the reactants [CH2:1]([O:3][C:4](=[O:18])/[CH:5]=[C:6](\[NH:8][CH2:9][C:10]1[C:15]([F:16])=[CH:14][CH:13]=[CH:12][C:11]=1[F:17])/[CH3:7])[CH3:2].CC1(C)[O:25][C:24](=O)[CH:23]=[C:22]([CH3:27])O1, predict the reaction product. The product is: [F:16][C:15]1[CH:14]=[CH:13][CH:12]=[C:11]([F:17])[C:10]=1[CH2:9][N:8]1[C:22]([CH3:27])=[CH:23][C:24](=[O:25])[C:5]([C:4]([O:3][CH2:1][CH3:2])=[O:18])=[C:6]1[CH3:7]. (5) Given the reactants [CH2:1]([C:4]1[C:13]2[O:12][CH2:11][C:10]3=[N:14][CH:15]=[CH:16][N:9]3[C:8]=2[CH:7]=[CH:6][CH:5]=1)C=C.C[N+]1([O-])CC[O:21]CC1, predict the reaction product. The product is: [CH:16]1[N:9]2[C:10]([CH2:11][O:12][C:13]3[C:4]([CH:1]=[O:21])=[CH:5][CH:6]=[CH:7][C:8]=32)=[N:14][CH:15]=1. (6) Given the reactants [CH3:1][C:2]1[CH:7]=[CH:6][CH:5]=[C:4]([NH:8][C:9]2[C:14]3[CH:15]=[C:16]([NH:19]N=NC)[CH:17]=[CH:18][C:13]=3[N:12]=[CH:11][N:10]=2)[CH:3]=1, predict the reaction product. The product is: [CH3:1][C:2]1[CH:7]=[CH:6][CH:5]=[C:4]([NH:8][C:9]2[C:14]3[CH:15]=[C:16]([NH2:19])[CH:17]=[CH:18][C:13]=3[N:12]=[CH:11][N:10]=2)[CH:3]=1. (7) Given the reactants F[C:2]1[CH:3]=[CH:4][C:5]([N+:9]([O-:11])=[O:10])=[C:6]([CH3:8])[CH:7]=1.[CH3:12][C:13]1([CH3:20])[NH:17][C:16](=[O:18])[NH:15][C:14]1=[O:19].C([O-])([O-])=O.[K+].[K+].O, predict the reaction product. The product is: [CH3:12][C:13]1([CH3:20])[NH:17][C:16](=[O:18])[N:15]([C:2]2[CH:3]=[CH:4][C:5]([N+:9]([O-:11])=[O:10])=[C:6]([CH3:8])[CH:7]=2)[C:14]1=[O:19]. (8) Given the reactants [OH:1][C:2]1[C:10]2[N:9]=[C:8]([CH2:11][O:12][C:13]3[CH:18]=[CH:17][C:16]([Cl:19])=[CH:15][CH:14]=3)[N:7]([CH2:20][CH2:21][CH2:22][CH:23]3[CH2:28][CH2:27][N:26]([C:29]([O:31][C:32]([CH3:35])([CH3:34])[CH3:33])=[O:30])[CH2:25][CH2:24]3)[C:6]=2[CH:5]=[CH:4][CH:3]=1.[H-].[Na+].[CH3:38]I, predict the reaction product. The product is: [CH3:38][O:1][C:2]1[C:10]2[N:9]=[C:8]([CH2:11][O:12][C:13]3[CH:14]=[CH:15][C:16]([Cl:19])=[CH:17][CH:18]=3)[N:7]([CH2:20][CH2:21][CH2:22][CH:23]3[CH2:24][CH2:25][N:26]([C:29]([O:31][C:32]([CH3:35])([CH3:34])[CH3:33])=[O:30])[CH2:27][CH2:28]3)[C:6]=2[CH:5]=[CH:4][CH:3]=1.